This data is from Peptide-MHC class I binding affinity with 185,985 pairs from IEDB/IMGT. The task is: Regression. Given a peptide amino acid sequence and an MHC pseudo amino acid sequence, predict their binding affinity value. This is MHC class I binding data. (1) The peptide sequence is ETFNTPAMY. The MHC is HLA-A02:50 with pseudo-sequence HLA-A02:50. The binding affinity (normalized) is 0.0847. (2) The peptide sequence is KVRKDIQQW. The MHC is HLA-B57:01 with pseudo-sequence HLA-B57:01. The binding affinity (normalized) is 0.750. (3) The peptide sequence is IRFKDDSSF. The MHC is HLA-C04:01 with pseudo-sequence HLA-C04:01. The binding affinity (normalized) is 0.0847. (4) The peptide sequence is EITHHAVSR. The MHC is HLA-A68:01 with pseudo-sequence HLA-A68:01. The binding affinity (normalized) is 0.706. (5) The peptide sequence is VAVHVASGF. The binding affinity (normalized) is 0. The MHC is Mamu-A2201 with pseudo-sequence Mamu-A2201. (6) The binding affinity (normalized) is 0.0847. The MHC is HLA-A02:03 with pseudo-sequence HLA-A02:03. The peptide sequence is SLMSRVVYK.